From a dataset of Retrosynthesis with 50K atom-mapped reactions and 10 reaction types from USPTO. Predict the reactants needed to synthesize the given product. (1) Given the product COC(=O)c1ccc(-n2cnc(C)c2)cc1, predict the reactants needed to synthesize it. The reactants are: COC(=O)c1ccc(F)cc1.Cc1c[nH]cn1. (2) The reactants are: CN.O=C(O)c1ccnc(F)c1F. Given the product CNC(=O)c1ccnc(F)c1F, predict the reactants needed to synthesize it. (3) Given the product CC(=O)Nc1c2c(=O)[nH]c(C(C)(C)C)nc2nn1C, predict the reactants needed to synthesize it. The reactants are: CC(=O)Cl.Cn1nc2nc(C(C)(C)C)[nH]c(=O)c2c1N. (4) Given the product CCOc1cc(C(=CC#N)c2ccc3c(c2)OCCO3)ccc1OC, predict the reactants needed to synthesize it. The reactants are: CCOP(=O)(CC#N)OCC.COc1cc(OC)cc(C(=CC#N)c2ccc3c(c2)OCCO3)c1. (5) Given the product CC(O)CC1(CC#N)CC1, predict the reactants needed to synthesize it. The reactants are: C[Mg+].N#CCC1(CC=O)CC1. (6) The reactants are: CCOC(=O)c1cc(C)c(N)c(C)c1.O=C(Cl)OCc1ccccc1. Given the product CCOC(=O)c1cc(C)c(NC(=O)OCc2ccccc2)c(C)c1, predict the reactants needed to synthesize it. (7) Given the product COC(=O)C1C[C@@H](NC(=O)c2cc3cc(Cl)ccc3[nH]2)[C@H](NC(=O)c2nc3c(s2)CN(C)CC3)C1, predict the reactants needed to synthesize it. The reactants are: CN1CCc2nc(C(=O)[O-])sc2C1.COC(=O)C1C[C@@H](N)[C@H](NC(=O)c2cc3cc(Cl)ccc3[nH]2)C1. (8) Given the product CC(=O)Nc1c(C(=O)c2cccc(N)c2)[nH]c2cc(Cl)ccc12, predict the reactants needed to synthesize it. The reactants are: CC(=O)Nc1c(C(=O)c2cccc([N+](=O)[O-])c2)[nH]c2cc(Cl)ccc12. (9) Given the product O=C(O)/C=C/C(=O)O, predict the reactants needed to synthesize it. The reactants are: CN1CCC(c2n[nH]c3ccccc23)CC1.Fc1ccc(Cl)cc1.